This data is from Forward reaction prediction with 1.9M reactions from USPTO patents (1976-2016). The task is: Predict the product of the given reaction. (1) Given the reactants [CH3:1][N:2]([C:4]1[CH:5]=[C:6](Cl)[CH:7]=[CH:8][CH:9]=1)[CH3:3].P.C([O-])([O-])=O.[Cs+].[Cs+].[CH3:18][C:19]([CH3:21])=[O:20], predict the reaction product. The product is: [CH3:1][N:2]([C:4]1[CH:5]=[C:6]([CH2:18][C:19](=[O:20])[CH3:21])[CH:7]=[CH:8][CH:9]=1)[CH3:3]. (2) The product is: [Br:1][C:2]1[CH:3]=[N:4][C:5]2[N:6]([N:8]=[C:9]([C:11]([N:27]3[CH2:26][CH2:25][N:24]4[C:20]([C:18]5[CH:19]=[N:14][CH:15]=[N:16][CH:17]=5)=[N:21][N:22]=[C:23]4[CH2:28]3)=[O:13])[CH:10]=2)[CH:7]=1. Given the reactants [Br:1][C:2]1[CH:3]=[N:4][C:5]2[N:6]([N:8]=[C:9]([C:11]([OH:13])=O)[CH:10]=2)[CH:7]=1.[N:14]1[CH:19]=[C:18]([C:20]2[N:24]3[CH2:25][CH2:26][NH:27][CH2:28][C:23]3=[N:22][N:21]=2)[CH:17]=[N:16][CH:15]=1, predict the reaction product. (3) Given the reactants N#N.[CH3:3][O:4][C:5]([C:7]1[CH:11]=[C:10]([C:12]2[CH:13]=[N:14][C:15]([NH2:18])=[CH:16][CH:17]=2)[O:9][C:8]=1[CH3:19])=[O:6].[CH3:20][O:21][C:22]1[CH:27]=[C:26]([O:28][CH3:29])[CH:25]=[CH:24][C:23]=1[C:30]1[CH:35]=[CH:34][CH:33]=[C:32]([C:36](Cl)=[O:37])[CH:31]=1, predict the reaction product. The product is: [CH3:3][O:4][C:5]([C:7]1[CH:11]=[C:10]([C:12]2[CH:13]=[N:14][C:15]([NH:18][C:36]([C:32]3[CH:31]=[C:30]([C:23]4[CH:24]=[CH:25][C:26]([O:28][CH3:29])=[CH:27][C:22]=4[O:21][CH3:20])[CH:35]=[CH:34][CH:33]=3)=[O:37])=[CH:16][CH:17]=2)[O:9][C:8]=1[CH3:19])=[O:6].